This data is from NCI-60 drug combinations with 297,098 pairs across 59 cell lines. The task is: Regression. Given two drug SMILES strings and cell line genomic features, predict the synergy score measuring deviation from expected non-interaction effect. (1) Drug 1: CN1CCC(CC1)COC2=C(C=C3C(=C2)N=CN=C3NC4=C(C=C(C=C4)Br)F)OC. Drug 2: C1CN(CCN1C(=O)CCBr)C(=O)CCBr. Cell line: UO-31. Synergy scores: CSS=27.3, Synergy_ZIP=-7.83, Synergy_Bliss=1.16, Synergy_Loewe=0.942, Synergy_HSA=3.78. (2) Drug 1: CCCS(=O)(=O)NC1=C(C(=C(C=C1)F)C(=O)C2=CNC3=C2C=C(C=N3)C4=CC=C(C=C4)Cl)F. Drug 2: CCN(CC)CCCC(C)NC1=C2C=C(C=CC2=NC3=C1C=CC(=C3)Cl)OC. Cell line: KM12. Synergy scores: CSS=25.4, Synergy_ZIP=5.37, Synergy_Bliss=-4.08, Synergy_Loewe=-17.4, Synergy_HSA=-6.78. (3) Drug 1: CC12CCC3C(C1CCC2=O)CC(=C)C4=CC(=O)C=CC34C. Drug 2: CC1C(C(CC(O1)OC2CC(CC3=C2C(=C4C(=C3O)C(=O)C5=CC=CC=C5C4=O)O)(C(=O)C)O)N)O. Cell line: MCF7. Synergy scores: CSS=33.7, Synergy_ZIP=2.10, Synergy_Bliss=2.05, Synergy_Loewe=-13.8, Synergy_HSA=1.43. (4) Drug 1: CCC1(CC2CC(C3=C(CCN(C2)C1)C4=CC=CC=C4N3)(C5=C(C=C6C(=C5)C78CCN9C7C(C=CC9)(C(C(C8N6C)(C(=O)OC)O)OC(=O)C)CC)OC)C(=O)OC)O.OS(=O)(=O)O. Drug 2: CN(CCCl)CCCl.Cl. Cell line: SF-295. Synergy scores: CSS=8.23, Synergy_ZIP=-3.16, Synergy_Bliss=1.55, Synergy_Loewe=-1.02, Synergy_HSA=-0.703. (5) Drug 1: COC1=C2C(=CC3=C1OC=C3)C=CC(=O)O2. Drug 2: CC1C(C(CC(O1)OC2CC(CC3=C2C(=C4C(=C3O)C(=O)C5=C(C4=O)C(=CC=C5)OC)O)(C(=O)CO)O)N)O.Cl. Cell line: KM12. Synergy scores: CSS=31.8, Synergy_ZIP=-2.12, Synergy_Bliss=-5.06, Synergy_Loewe=-3.79, Synergy_HSA=-2.50. (6) Drug 1: C#CCC(CC1=CN=C2C(=N1)C(=NC(=N2)N)N)C3=CC=C(C=C3)C(=O)NC(CCC(=O)O)C(=O)O. Drug 2: CC1C(C(CC(O1)OC2CC(CC3=C2C(=C4C(=C3O)C(=O)C5=CC=CC=C5C4=O)O)(C(=O)C)O)N)O. Cell line: SN12C. Synergy scores: CSS=49.8, Synergy_ZIP=-2.59, Synergy_Bliss=-4.54, Synergy_Loewe=0.143, Synergy_HSA=1.67. (7) Drug 1: C1CCC(C(C1)N)N.C(=O)(C(=O)[O-])[O-].[Pt+4]. Drug 2: CC1C(C(CC(O1)OC2CC(CC3=C2C(=C4C(=C3O)C(=O)C5=C(C4=O)C(=CC=C5)OC)O)(C(=O)CO)O)N)O.Cl. Cell line: SR. Synergy scores: CSS=44.8, Synergy_ZIP=-14.2, Synergy_Bliss=-21.2, Synergy_Loewe=-17.5, Synergy_HSA=-15.6. (8) Drug 1: C1=NC2=C(N1)C(=S)N=CN2. Drug 2: CN(CCCl)CCCl.Cl. Cell line: ACHN. Synergy scores: CSS=42.4, Synergy_ZIP=-1.48, Synergy_Bliss=5.03, Synergy_Loewe=-13.2, Synergy_HSA=5.05. (9) Drug 1: CC1C(C(=O)NC(C(=O)N2CCCC2C(=O)N(CC(=O)N(C(C(=O)O1)C(C)C)C)C)C(C)C)NC(=O)C3=C4C(=C(C=C3)C)OC5=C(C(=O)C(=C(C5=N4)C(=O)NC6C(OC(=O)C(N(C(=O)CN(C(=O)C7CCCN7C(=O)C(NC6=O)C(C)C)C)C)C(C)C)C)N)C. Drug 2: COCCOC1=C(C=C2C(=C1)C(=NC=N2)NC3=CC=CC(=C3)C#C)OCCOC.Cl. Cell line: SK-MEL-5. Synergy scores: CSS=14.6, Synergy_ZIP=-8.38, Synergy_Bliss=-0.765, Synergy_Loewe=0.526, Synergy_HSA=1.01.